Dataset: Full USPTO retrosynthesis dataset with 1.9M reactions from patents (1976-2016). Task: Predict the reactants needed to synthesize the given product. (1) Given the product [CH2:1]([O:3][C:4]([C:6]1[CH:7]=[CH:8][C:9]([C:12]2[CH:13]=[C:14]([C:19](=[O:21])[NH:22][C:23]3[CH:24]=[CH:25][C:26]([N:29]4[CH2:34][CH2:33][O:32][CH2:31][CH2:30]4)=[CH:27][CH:28]=3)[CH:15]=[CH:16][C:17]=2[Cl:18])=[CH:10][CH:11]=1)=[O:5])[CH3:2], predict the reactants needed to synthesize it. The reactants are: [CH2:1]([O:3][C:4]([C:6]1[CH:11]=[CH:10][C:9]([C:12]2[C:17]([Cl:18])=[CH:16][CH:15]=[C:14]([C:19]([OH:21])=O)[CH:13]=2)=[CH:8][CH:7]=1)=[O:5])[CH3:2].[NH2:22][C:23]1[CH:28]=[CH:27][C:26]([N:29]2[CH2:34][CH2:33][O:32][CH2:31][CH2:30]2)=[CH:25][CH:24]=1.CCN=C=NCCCN(C)C.C1C=CC2N(O)N=NC=2C=1.CN1CCOCC1. (2) Given the product [N:48]1([CH2:47][CH2:46][O:43][C:40]2[CH:41]=[CH:42][C:37]([NH:36][C:34]3[S:35][C:31]([C:28]4[CH:29]=[CH:30][S:26][CH:27]=4)=[CH:32][N:33]=3)=[CH:38][CH:39]=2)[CH2:53][CH2:52][CH2:51][CH2:50][CH2:49]1, predict the reactants needed to synthesize it. The reactants are: CN(C)CCCOC1C=CC(C2SC(NC3C=CC=CC=3)=NC=2)=CC=1.[S:26]1[CH:30]=[CH:29][C:28]([C:31]2[S:35][C:34]([NH:36][C:37]3[CH:42]=[CH:41][C:40]([OH:43])=[CH:39][CH:38]=3)=[N:33][CH:32]=2)=[CH:27]1.Cl.Cl[CH2:46][CH2:47][N:48]1[CH2:53][CH2:52][CH2:51][CH2:50][CH2:49]1. (3) The reactants are: [OH:1][C:2]1[CH:3]=[C:4]([CH:7]=[CH:8][C:9]=1[O:10][CH3:11])[CH:5]=O.[CH3:12][C:13]([C:15]1[CH:20]=[C:19]([O:21][CH3:22])[C:18]([O:23][CH3:24])=[C:17]([O:25][CH3:26])[CH:16]=1)=[O:14].[OH-].[Na+].Cl. Given the product [OH:1][C:2]1[CH:3]=[C:4](/[CH:5]=[CH:12]/[C:13]([C:15]2[CH:16]=[C:17]([O:25][CH3:26])[C:18]([O:23][CH3:24])=[C:19]([O:21][CH3:22])[CH:20]=2)=[O:14])[CH:7]=[CH:8][C:9]=1[O:10][CH3:11], predict the reactants needed to synthesize it. (4) Given the product [CH2:1]([N:3]1[C:15]2[CH:14]=[CH:13][C:12]([C:26]3[S:30][CH:29]=[N:28][CH:27]=3)=[CH:11][C:10]=2[C:9]2[C:4]1=[CH:5][CH:6]=[CH:7][CH:8]=2)[CH3:2], predict the reactants needed to synthesize it. The reactants are: [CH2:1]([N:3]1[C:15]2[CH:14]=[CH:13][C:12](B3OC(C)(C)C(C)(C)O3)=[CH:11][C:10]=2[C:9]2[C:4]1=[CH:5][CH:6]=[CH:7][CH:8]=2)[CH3:2].Br[C:26]1[S:30][CH:29]=[N:28][CH:27]=1.C(=O)([O-])[O-].[K+].[K+]. (5) Given the product [Cl:1][C:2]1[CH:3]=[CH:4][C:5]([CH2:8][C:9]([O:11][CH3:13])=[O:10])=[CH:6][CH:7]=1, predict the reactants needed to synthesize it. The reactants are: [Cl:1][C:2]1[CH:7]=[CH:6][C:5]([CH2:8][C:9]([OH:11])=[O:10])=[CH:4][CH:3]=1.Cl.[CH3:13]O. (6) Given the product [ClH:52].[ClH:52].[CH2:1]1[C:9]2[C:4](=[CH:5][C:6]([N:10]([CH:11]3[CH2:12][CH2:13][N:14]([CH2:17][C:18]4[CH:23]=[CH:22][N:21]=[C:20]([C:24]5[CH:29]=[C:28]([O:30][CH3:31])[C:27]([O:32][CH3:33])=[C:26]([O:34][CH3:35])[CH:25]=5)[CH:19]=4)[CH2:15][CH2:16]3)[CH2:51][C:50]3[CH:53]=[CH:54][CH:55]=[C:48]([C:40]4[CH:41]=[C:42]([O:46][CH3:47])[C:43]([O:44][CH3:45])=[C:38]([O:37][CH3:36])[CH:39]=4)[CH:49]=3)=[CH:7][CH:8]=2)[CH2:3][CH2:2]1, predict the reactants needed to synthesize it. The reactants are: [CH2:1]1[C:9]2[C:4](=[CH:5][C:6]([NH:10][CH:11]3[CH2:16][CH2:15][N:14]([CH2:17][C:18]4[CH:23]=[CH:22][N:21]=[C:20]([C:24]5[CH:29]=[C:28]([O:30][CH3:31])[C:27]([O:32][CH3:33])=[C:26]([O:34][CH3:35])[CH:25]=5)[CH:19]=4)[CH2:13][CH2:12]3)=[CH:7][CH:8]=2)[CH2:3][CH2:2]1.[CH3:36][O:37][C:38]1[CH:39]=[C:40]([C:48]2[CH:49]=[C:50]([CH:53]=[CH:54][CH:55]=2)[CH2:51][Cl:52])[CH:41]=[C:42]([O:46][CH3:47])[C:43]=1[O:44][CH3:45]. (7) The reactants are: Cl[C:2]1[CH:9]=[CH:8][C:5]([C:6]#[N:7])=[CH:4][CH:3]=1.[F-:10].[K+]. Given the product [F:10][C:2]1[CH:9]=[CH:8][C:5]([C:6]#[N:7])=[CH:4][CH:3]=1, predict the reactants needed to synthesize it. (8) Given the product [C:1]([NH:9][C:10]1[C:11]2[N:12]=[CH:13][N:14]([C:33]=2[N:34]=[CH:35][N:36]=1)[C@@H:15]1[O:32][C@H:22]([CH2:23][OH:24])[C@@H:17]([O:18][CH2:19][N:61]=[N+:62]=[N-:63])[CH2:16]1)(=[O:8])[C:2]1[CH:7]=[CH:6][CH:5]=[CH:4][CH:3]=1, predict the reactants needed to synthesize it. The reactants are: [C:1]([NH:9][C:10]1[C:11]2[N:12]=[CH:13][N:14]([C:33]=2[N:34]=[CH:35][N:36]=1)[C@@H:15]1[O:32][C@H:22]([CH2:23][O:24][Si](C(C)(C)C)(C)C)[C@@H:17]([O:18][CH2:19]SC)[CH2:16]1)(=[O:8])[C:2]1[CH:7]=[CH:6][CH:5]=[CH:4][CH:3]=1.C1CCCCC=1.[C@@H]1(N2C3N=CN=C(N)C=3N=C2)O[C@H](CO)[C@@H](O)C1.[N-:61]=[N+:62]=[N-:63].[Na+].[NH4+].[F-].